From a dataset of Reaction yield outcomes from USPTO patents with 853,638 reactions. Predict the reaction yield, written as a fraction of the theoretical maximum amount of product (1.0 means a 100% yield; for example, 0.34 means a 34% yield). (1) The reactants are [F:1][C:2]1[CH:7]=[CH:6][C:5]([C:8]2[N:12]=[C:11]([C:13]([CH3:17])([CH3:16])[CH2:14][NH2:15])[NH:10][N:9]=2)=[CH:4][CH:3]=1.[F:18][C:19]([F:34])([F:33])[C:20]([C:22]1[S:26][C:25]([CH2:27][CH2:28][CH2:29][C:30](O)=[O:31])=[CH:24][CH:23]=1)=[O:21]. No catalyst specified. The product is [F:1][C:2]1[CH:3]=[CH:4][C:5]([C:8]2[N:12]=[C:11]([C:13]([CH3:17])([CH3:16])[CH2:14][NH:15][C:30](=[O:31])[CH2:29][CH2:28][CH2:27][C:25]3[S:26][C:22]([C:20](=[O:21])[C:19]([F:33])([F:34])[F:18])=[CH:23][CH:24]=3)[NH:10][N:9]=2)=[CH:6][CH:7]=1. The yield is 0.380. (2) The reactants are [Cl:1][C:2]1[CH:7]=[C:6](Cl)[N:5]=[C:4]([S:9][CH3:10])[N:3]=1.[CH3:11][OH:12]. The catalyst is C[O-].[Na+]. The product is [Cl:1][C:2]1[CH:7]=[C:6]([O:12][CH3:11])[N:5]=[C:4]([S:9][CH3:10])[N:3]=1. The yield is 0.750. (3) The reactants are [Cl:1][C:2]1[CH:29]=[CH:28][C:5]([CH2:6][N:7]2[C:12](SCC)=[N:11][C:10](=[O:16])[N:9]([CH2:17][C:18]([C:22]([O:24][CH2:25][CH3:26])=[O:23])=[N:19][O:20][CH3:21])[C:8]2=[O:27])=[CH:4][CH:3]=1.[F:30][C:31]1[CH:32]=[C:33]([CH:35]=[CH:36][C:37]=1[O:38][CH:39]([CH3:41])[CH3:40])[NH2:34].[C:42](O)(=O)C.C(=O)(O)[O-].[Na+]. The catalyst is C(O)(C)(C)C. The product is [Cl:1][C:2]1[CH:29]=[CH:28][C:5]([CH2:6][N:7]2[C:12](=[N:34][C:33]3[CH:35]=[CH:36][C:37]([O:38][CH:39]([CH3:41])[CH3:40])=[C:31]([F:30])[CH:32]=3)[NH:11][C:10](=[O:16])[N:9]([CH2:17][C:18](=[N:19][O:20][CH2:21][CH3:42])[C:22]([O:24][CH2:25][CH3:26])=[O:23])[C:8]2=[O:27])=[CH:4][CH:3]=1. The yield is 0.700. (4) The reactants are [CH2:1]([N:3]([CH2:36][CH3:37])[CH2:4][CH2:5][CH2:6][NH:7][C:8]1[N:9]=[C:10]([C:27]2[CH:35]=[CH:34][C:30]([C:31](O)=[O:32])=[CH:29][CH:28]=2)[C:11]2[CH:17]=[CH:16][C:15](=[O:18])[N:14]([C:19]3[C:24]([F:25])=[CH:23][CH:22]=[CH:21][C:20]=3[F:26])[C:12]=2[N:13]=1)[CH3:2].CN(C(ON1N=NC2C=CC=CC1=2)=[N+](C)C)C.F[P-](F)(F)(F)(F)F.C(N(CC)CC)C.[F:69][C:70]1[CH:76]=[CH:75][C:73]([NH2:74])=[CH:72][CH:71]=1. The catalyst is CN(C=O)C. The product is [CH2:36]([N:3]([CH2:1][CH3:2])[CH2:4][CH2:5][CH2:6][NH:7][C:8]1[N:9]=[C:10]([C:27]2[CH:35]=[CH:34][C:30]([C:31]([NH:74][C:73]3[CH:75]=[CH:76][C:70]([F:69])=[CH:71][CH:72]=3)=[O:32])=[CH:29][CH:28]=2)[C:11]2[CH:17]=[CH:16][C:15](=[O:18])[N:14]([C:19]3[C:20]([F:26])=[CH:21][CH:22]=[CH:23][C:24]=3[F:25])[C:12]=2[N:13]=1)[CH3:37]. The yield is 0.480. (5) The reactants are CO.N.[C:4]([CH:6]([C:14]1[CH:19]=[CH:18][C:17]([O:20][CH3:21])=[CH:16][CH:15]=1)[C:7]1([OH:13])[CH2:12][CH2:11][CH2:10][CH2:9][CH2:8]1)#[N:5]. The product is [NH2:5][CH2:4][CH:6]([C:7]1([OH:13])[CH2:12][CH2:11][CH2:10][CH2:9][CH2:8]1)[C:14]1[CH:15]=[CH:16][C:17]([O:20][CH3:21])=[CH:18][CH:19]=1. The catalyst is [Ni].C(O)(=O)C. The yield is 0.700. (6) The reactants are [CH2:1]([C:3]1([C:16]2[CH:21]=[CH:20][CH:19]=[CH:18][N:17]=2)[NH:8][C:7]2[C:9]([N+:13]([O-])=O)=[CH:10][CH:11]=[CH:12][C:6]=2[O:5][CH2:4]1)[CH3:2]. The catalyst is CO. The product is [CH2:1]([C:3]1([C:16]2[CH:21]=[CH:20][CH:19]=[CH:18][N:17]=2)[NH:8][C:7]2=[C:9]([NH2:13])[CH:10]=[CH:11][CH:12]=[C:6]2[O:5][CH2:4]1)[CH3:2]. The yield is 0.400. (7) The reactants are Cl[C:2]1[CH:7]=[C:6]([O:8][CH3:9])[CH:5]=[CH:4][N:3]=1.[CH2:10]([O:17][C:18]1[CH:23]=[CH:22][C:21]([CH:24]=[O:25])=[CH:20][C:19]=1B(O)O)[C:11]1[CH:16]=[CH:15][CH:14]=[CH:13][CH:12]=1.C([O-])([O-])=O.[K+].[K+]. The catalyst is O.CN(C=O)C. The product is [CH2:10]([O:17][C:18]1[CH:19]=[CH:20][C:21]([CH:24]=[O:25])=[CH:22][C:23]=1[C:2]1[CH:7]=[C:6]([O:8][CH3:9])[CH:5]=[CH:4][N:3]=1)[C:11]1[CH:12]=[CH:13][CH:14]=[CH:15][CH:16]=1. The yield is 0.600. (8) The reactants are [CH:1]1([C:4]2[N:5]=[CH:6][C:7]([O:10][CH:11]3[CH2:20][N:14]4[CH2:15][CH2:16][NH:17][C:18](=[O:19])[CH:13]4[CH2:12]3)=[N:8][CH:9]=2)[CH2:3][CH2:2]1.[H-].[Na+].Br[CH2:24][C:25]1[CH:30]=[CH:29][C:28]([C:31]([F:34])([F:33])[F:32])=[CH:27][CH:26]=1. The catalyst is CN(C)C=O. The product is [CH:1]1([C:4]2[N:5]=[CH:6][C:7]([O:10][C@H:11]3[CH2:20][N:14]4[CH2:15][CH2:16][N:17]([CH2:24][C:25]5[CH:26]=[CH:27][C:28]([C:31]([F:32])([F:33])[F:34])=[CH:29][CH:30]=5)[C:18](=[O:19])[C@@H:13]4[CH2:12]3)=[N:8][CH:9]=2)[CH2:3][CH2:2]1. The yield is 0.187. (9) The reactants are [CH2:1]([O:3][C:4]1[CH:12]=[C:11]([N+:13]([O-:15])=[O:14])[CH:10]=[CH:9][C:5]=1[C:6]([OH:8])=[O:7])[CH3:2].O.[C:17]1(C)C=CC(S(O)(=O)=O)=CC=1. The catalyst is CO. The product is [CH2:1]([O:3][C:4]1[CH:12]=[C:11]([N+:13]([O-:15])=[O:14])[CH:10]=[CH:9][C:5]=1[C:6]([O:8][CH3:17])=[O:7])[CH3:2]. The yield is 1.01. (10) The product is [CH3:15][N:3]1[C:4](=[O:14])[C:5]2[Se:9][C:8]3[CH2:10][CH2:11][CH2:12][CH2:13][C:7]=3[C:6]=2[N:1]=[N:2]1. The yield is 0.720. The catalyst is CC(C)=O. The reactants are [N:1]1[C:6]2[C:7]3[CH2:13][CH2:12][CH2:11][CH2:10][C:8]=3[Se:9][C:5]=2[C:4](=[O:14])[NH:3][N:2]=1.[C:15](=O)([O-])[O-].[K+].[K+].IC.